From a dataset of Aqueous solubility values for 9,982 compounds from the AqSolDB database. Regression/Classification. Given a drug SMILES string, predict its absorption, distribution, metabolism, or excretion properties. Task type varies by dataset: regression for continuous measurements (e.g., permeability, clearance, half-life) or binary classification for categorical outcomes (e.g., BBB penetration, CYP inhibition). For this dataset (solubility_aqsoldb), we predict Y. (1) The Y is -1.17 log mol/L. The drug is [N-]=[N+]=NCC(=O)N[C@H](CO)[C@H](O)c1ccc([N+](=O)[O-])cc1. (2) The compound is CCCCC(CC)CN. The Y is -1.71 log mol/L. (3) The compound is CCCCC(=O)N(Cc1ccc(-c2ccccc2-c2nn[nH]n2)cc1)[C@H](C(=O)O)C(C)C. The Y is -2.74 log mol/L. (4) The molecule is CCC(=O)CC. The Y is -0.253 log mol/L. (5) The molecule is C=C/C(C)=C/CC=C(C)C. The Y is -3.97 log mol/L. (6) The compound is CC(=O)C(C)C. The Y is -0.151 log mol/L. (7) The drug is ClC(Cl)=C(Cl)C(Cl)=C(Cl)Cl. The Y is -4.91 log mol/L. (8) The molecule is Cc1nc2cncnc2nc1C. The Y is -0.460 log mol/L.